This data is from Forward reaction prediction with 1.9M reactions from USPTO patents (1976-2016). The task is: Predict the product of the given reaction. (1) Given the reactants CC(C)([O-])C.[K+].[C:7]([C:15]1[CH:20]=[CH:19][CH:18]=[CH:17][CH:16]=1)(=[O:14])[C:8]1C=CC=CC=1.[N:21](OCCC(C)C)=[O:22], predict the reaction product. The product is: [O:14]=[C:7]([C:15]1[CH:20]=[CH:19][CH:18]=[CH:17][CH:16]=1)[CH:8]=[N:21][OH:22]. (2) The product is: [N:19]([CH2:16][C:15]([C:12]1[CH:13]=[CH:14][C:9]([O:8][CH2:1][C:2]2[CH:7]=[CH:6][CH:5]=[CH:4][CH:3]=2)=[CH:10][CH:11]=1)=[O:18])=[N+:20]=[N-:21]. Given the reactants [CH2:1]([O:8][C:9]1[CH:14]=[CH:13][C:12]([C:15](=[O:18])[CH2:16]Br)=[CH:11][CH:10]=1)[C:2]1[CH:7]=[CH:6][CH:5]=[CH:4][CH:3]=1.[N-:19]=[N+:20]=[N-:21].[Na+], predict the reaction product.